From a dataset of Catalyst prediction with 721,799 reactions and 888 catalyst types from USPTO. Predict which catalyst facilitates the given reaction. (1) Reactant: F[C:2]1[CH:7]=[CH:6][C:5]([N+:8]([O-:10])=[O:9])=[CH:4][CH:3]=1.[C:11]([O:15][C:16]([N:18]1[CH2:24][CH2:23][CH2:22][NH:21][CH2:20][CH2:19]1)=[O:17])([CH3:14])([CH3:13])[CH3:12].C(=O)([O-])[O-].[K+].[K+]. Product: [C:11]([O:15][C:16]([N:18]1[CH2:24][CH2:23][CH2:22][N:21]([C:2]2[CH:7]=[CH:6][C:5]([N+:8]([O-:10])=[O:9])=[CH:4][CH:3]=2)[CH2:20][CH2:19]1)=[O:17])([CH3:14])([CH3:12])[CH3:13]. The catalyst class is: 31. (2) Reactant: [F:1][C:2]1[CH:10]=[C:9]2[C:5]([C:6]([C:20]3[CH:21]=[CH:22][C:23]([NH:26][CH2:27][CH2:28][CH2:29][NH2:30])=[N:24][CH:25]=3)=[CH:7][N:8]2S(C2C=CC=CC=2)(=O)=O)=[CH:4][CH:3]=1.[OH-].[Na+]. Product: [F:1][C:2]1[CH:10]=[C:9]2[C:5]([C:6]([C:20]3[CH:21]=[CH:22][C:23]([NH:26][CH2:27][CH2:28][CH2:29][NH2:30])=[N:24][CH:25]=3)=[CH:7][NH:8]2)=[CH:4][CH:3]=1. The catalyst class is: 24. (3) Reactant: [CH2:1]([O:3][C:4]1[CH:5]=[C:6]([NH:10][C:11]([C:13]2[CH:18]=[CH:17][C:16]([F:19])=[CH:15][CH:14]=2)=[NH:12])[CH:7]=[CH:8][CH:9]=1)[CH3:2].C(=O)(O)[O-].[Na+].Br[CH2:26][C:27](=O)[C:28]([O:30][CH2:31][CH3:32])=[O:29]. Product: [CH2:1]([O:3][C:4]1[CH:5]=[C:6]([N:10]2[CH:26]=[C:27]([C:28]([O:30][CH2:31][CH3:32])=[O:29])[N:12]=[C:11]2[C:13]2[CH:14]=[CH:15][C:16]([F:19])=[CH:17][CH:18]=2)[CH:7]=[CH:8][CH:9]=1)[CH3:2]. The catalyst class is: 12. (4) Reactant: Br[CH2:2][C:3]1[CH:7]=[C:6]([CH3:8])[O:5][N:4]=1.[N-:9]=[N+:10]=[N-:11].[Na+].O. Product: [N:9]([CH2:2][C:3]1[CH:7]=[C:6]([CH3:8])[O:5][N:4]=1)=[N+:10]=[N-:11]. The catalyst class is: 21. (5) Reactant: [CH3:1][O:2][C:3]1[CH:4]=[C:5]([C:11]2([C:14]#N)[CH2:13][CH2:12]2)[CH:6]=[CH:7][C:8]=1[O:9][CH3:10].CC(C[AlH]CC(C)C)C.C1C[O:28]CC1. Product: [CH3:1][O:2][C:3]1[CH:4]=[C:5]([C:11]2([CH:14]=[O:28])[CH2:13][CH2:12]2)[CH:6]=[CH:7][C:8]=1[O:9][CH3:10]. The catalyst class is: 11.